From a dataset of Forward reaction prediction with 1.9M reactions from USPTO patents (1976-2016). Predict the product of the given reaction. Given the reactants [NH2:1][C:2]1[CH:3]=[C:4]([CH:7]=[CH:8][CH:9]=1)[CH2:5][NH2:6].Cl[C:11]([O:13][CH2:14][C:15]1[CH:20]=[CH:19][CH:18]=[CH:17][CH:16]=1)=[O:12], predict the reaction product. The product is: [CH2:14]([O:13][C:11](=[O:12])[NH:6][CH2:5][C:4]1[CH:7]=[CH:8][CH:9]=[C:2]([NH2:1])[CH:3]=1)[C:15]1[CH:20]=[CH:19][CH:18]=[CH:17][CH:16]=1.